Task: Regression. Given two drug SMILES strings and cell line genomic features, predict the synergy score measuring deviation from expected non-interaction effect.. Dataset: NCI-60 drug combinations with 297,098 pairs across 59 cell lines Drug 1: C1CCC(CC1)NC(=O)N(CCCl)N=O. Drug 2: CCN(CC)CCNC(=O)C1=C(NC(=C1C)C=C2C3=C(C=CC(=C3)F)NC2=O)C. Cell line: PC-3. Synergy scores: CSS=4.96, Synergy_ZIP=-5.07, Synergy_Bliss=0.0895, Synergy_Loewe=-1.48, Synergy_HSA=-1.03.